This data is from Catalyst prediction with 721,799 reactions and 888 catalyst types from USPTO. The task is: Predict which catalyst facilitates the given reaction. (1) Reactant: [NH:1]1[CH:5]=[C:4]([CH2:6][C:7]([O:9][CH3:10])=[O:8])[N:3]=[CH:2]1.Cl[C:12]([C:25]1[CH:30]=[CH:29][CH:28]=[CH:27][CH:26]=1)([C:19]1[CH:24]=[CH:23][CH:22]=[CH:21][CH:20]=1)[C:13]1[CH:18]=[CH:17][CH:16]=[CH:15][CH:14]=1.CCN(CC)CC. Product: [C:13]1([C:12]([C:19]2[CH:20]=[CH:21][CH:22]=[CH:23][CH:24]=2)([C:25]2[CH:26]=[CH:27][CH:28]=[CH:29][CH:30]=2)[N:1]2[CH:5]=[C:4]([CH2:6][C:7]([O:9][CH3:10])=[O:8])[N:3]=[CH:2]2)[CH:14]=[CH:15][CH:16]=[CH:17][CH:18]=1. The catalyst class is: 3. (2) The catalyst class is: 9. Product: [Si:16]([O:1][C:2]1[CH:7]=[CH:6][C:5]([CH2:8][C:9]#[N:10])=[CH:4][CH:3]=1)([C:19]([CH3:22])([CH3:21])[CH3:20])([CH3:18])[CH3:17]. Reactant: [OH:1][C:2]1[CH:7]=[CH:6][C:5]([CH2:8][C:9]#[N:10])=[CH:4][CH:3]=1.N1C=CN=C1.[Si:16](Cl)([C:19]([CH3:22])([CH3:21])[CH3:20])([CH3:18])[CH3:17]. (3) Reactant: [S:1]1[CH:5]=[CH:4][C:3]([CH2:6][C:7]([OH:9])=O)=[CH:2]1.[CH3:10][O:11][NH:12][CH3:13].CCN=C=NCCCN(C)C.C1C=CC2N(O)N=NC=2C=1. Product: [CH3:10][O:11][N:12]([CH3:13])[C:7](=[O:9])[CH2:6][C:3]1[CH:4]=[CH:5][S:1][CH:2]=1. The catalyst class is: 2. (4) Reactant: Cl[C:2]1[C:3](=[O:21])[N:4]([CH2:14][C:15]2[CH:16]=[N:17][CH:18]=[CH:19][CH:20]=2)[C:5](=[O:13])[C:6]=1[C:7]1[CH:12]=[CH:11][CH:10]=[CH:9][CH:8]=1.[NH2:22][C:23]1[CH:28]=[CH:27][CH:26]=[CH:25][CH:24]=1. Product: [NH:22]([C:2]1[C:3](=[O:21])[N:4]([CH2:14][C:15]2[CH:16]=[N:17][CH:18]=[CH:19][CH:20]=2)[C:5](=[O:13])[C:6]=1[C:7]1[CH:12]=[CH:11][CH:10]=[CH:9][CH:8]=1)[C:23]1[CH:28]=[CH:27][CH:26]=[CH:25][CH:24]=1. The catalyst class is: 3. (5) Reactant: [CH3:1][O:2][C:3]1[CH:4]=[C:5]([C:13]2[CH:18]=[C:17]([CH2:19][N:20]3[CH2:25][CH2:24][NH:23][CH2:22][CH2:21]3)[CH:16]=[CH:15][N:14]=2)[CH:6]=[C:7]([O:11][CH3:12])[C:8]=1[O:9][CH3:10].C(=O)([O-])O.[Na+].[CH3:31][O:32][C:33]1[CH:34]=[C:35]([C:43]2[CH:51]=[CH:50][C:46]([C:47](Cl)=[O:48])=[CH:45][CH:44]=2)[CH:36]=[C:37]([O:41][CH3:42])[C:38]=1[O:39][CH3:40].O. Product: [CH3:31][O:32][C:33]1[CH:34]=[C:35]([C:43]2[CH:51]=[CH:50][C:46]([C:47]([N:23]3[CH2:24][CH2:25][N:20]([CH2:19][C:17]4[CH:16]=[CH:15][N:14]=[C:13]([C:5]5[CH:6]=[C:7]([O:11][CH3:12])[C:8]([O:9][CH3:10])=[C:3]([O:2][CH3:1])[CH:4]=5)[CH:18]=4)[CH2:21][CH2:22]3)=[O:48])=[CH:45][CH:44]=2)[CH:36]=[C:37]([O:41][CH3:42])[C:38]=1[O:39][CH3:40]. The catalyst class is: 4. (6) Reactant: [CH3:1][N:2]1[CH:6]([C:7]([O:9]C)=[O:8])[CH2:5][NH:4][C:3]1=[O:11].[H-].[Na+].Br[CH:15]1[CH2:19][CH2:18][CH2:17][CH2:16]1.[OH-].[Li+].Cl. Product: [CH:15]1([N:4]2[CH2:5][CH:6]([C:7]([OH:9])=[O:8])[N:2]([CH3:1])[C:3]2=[O:11])[CH2:19][CH2:18][CH2:17][CH2:16]1. The catalyst class is: 35. (7) Reactant: [NH2:1][C:2]1[CH:7]=[CH:6][C:5]([N:8]2[CH2:12][CH:11]3[CH2:13][C:14]4([CH2:19][CH:10]3[CH2:9]2)[O:18][CH2:17][CH2:16][O:15]4)=[C:4]([F:20])[CH:3]=1.C(=O)([O-])[O-].[Na+].[Na+].Cl[C:28]([O:30][CH2:31][C:32]1[CH:37]=[CH:36][CH:35]=[CH:34][CH:33]=1)=[O:29]. Product: [CH2:31]([O:30][C:28]([NH:1][C:2]1[CH:7]=[CH:6][C:5]([N:8]2[CH2:9][CH:10]3[CH2:19][C:14]4([CH2:13][CH:11]3[CH2:12]2)[O:15][CH2:16][CH2:17][O:18]4)=[C:4]([F:20])[CH:3]=1)=[O:29])[C:32]1[CH:37]=[CH:36][CH:35]=[CH:34][CH:33]=1. The catalyst class is: 21.